From a dataset of Full USPTO retrosynthesis dataset with 1.9M reactions from patents (1976-2016). Predict the reactants needed to synthesize the given product. (1) Given the product [OH:11][C:3]1[C:2]([CH3:1])=[C:9]([O:10][CH2:19][CH2:20][CH3:21])[CH:8]=[CH:7][C:4]=1[CH:5]=[O:6], predict the reactants needed to synthesize it. The reactants are: [CH3:1][C:2]1[C:3]([OH:11])=[C:4]([CH:7]=[CH:8][C:9]=1[OH:10])[CH:5]=[O:6].C([O-])([O-])=O.[K+].[K+].Br[CH2:19][CH2:20][CH3:21]. (2) Given the product [CH3:21][C:16]1([CH3:22])[C:17]([CH3:20])([CH3:19])[O:18][B:14]([C:2]2[CH:7]=[CH:6][N:5]=[C:4]([N:8]3[CH2:13][CH2:12][O:11][CH2:10][CH2:9]3)[CH:3]=2)[O:15]1, predict the reactants needed to synthesize it. The reactants are: Br[C:2]1[CH:7]=[CH:6][N:5]=[C:4]([N:8]2[CH2:13][CH2:12][O:11][CH2:10][CH2:9]2)[CH:3]=1.[B:14]1([B:14]2[O:18][C:17]([CH3:20])([CH3:19])[C:16]([CH3:22])([CH3:21])[O:15]2)[O:18][C:17]([CH3:20])([CH3:19])[C:16]([CH3:22])([CH3:21])[O:15]1.C([O-])(=O)C.[K+]. (3) Given the product [C:39]([CH:2]1[N:8]2[CH:9]=[N:10][CH:11]=[C:7]2[CH2:6][N:5]([CH2:31][C:32]2[CH:37]=[CH:36][C:35]([F:38])=[CH:34][CH:33]=2)[C:3]1=[O:4])([CH3:42])([CH3:41])[CH3:40], predict the reactants needed to synthesize it. The reactants are: Br[CH:2]([C:39]([CH3:42])([CH3:41])[CH3:40])[C:3]([N:5]([CH2:31][C:32]1[CH:37]=[CH:36][C:35]([F:38])=[CH:34][CH:33]=1)[CH2:6][C:7]1[N:8]=[CH:9][N:10](C(C2C=CC=CC=2)(C2C=CC=CC=2)C2C=CC=CC=2)[CH:11]=1)=[O:4]. (4) The reactants are: CS([C:5]1[S:9][C:8]([C:10]2[CH:11]=[C:12]3[C:16](=[CH:17][CH:18]=2)[N:15](C(OC(C)(C)C)=O)[CH:14]=[C:13]3[C:26]2[N:31]=[C:30]([N:32]3[CH2:37][CH2:36][O:35][CH2:34][CH2:33]3)[CH:29]=[CH:28][N:27]=2)=[N:7][N:6]=1)(=O)=O.[NH3:38].O. Given the product [O:35]1[CH2:34][CH2:33][N:32]([C:30]2[CH:29]=[CH:28][N:27]=[C:26]([C:13]3[C:12]4[C:16](=[CH:17][CH:18]=[C:10]([C:8]5[S:9][C:5]([NH2:38])=[N:6][N:7]=5)[CH:11]=4)[NH:15][CH:14]=3)[N:31]=2)[CH2:37][CH2:36]1, predict the reactants needed to synthesize it.